Task: Predict which catalyst facilitates the given reaction.. Dataset: Catalyst prediction with 721,799 reactions and 888 catalyst types from USPTO (1) Reactant: [CH3:1][C:2]1[CH:7]=[CH:6][N:5]=[CH:4][C:3]=1[NH:8][C:9](=[O:12])[O:10][CH3:11]. Product: [CH3:1][CH:2]1[CH2:7][CH2:6][NH:5][CH2:4][CH:3]1[NH:8][C:9](=[O:12])[O:10][CH3:11]. The catalyst class is: 15. (2) Reactant: Cl([O-])=O.[Na+].[Cl:5][C:6]1[CH:13]=[CH:12][C:9]([CH:10]=[O:11])=[CH:8][C:7]=1[F:14].S(N)(=O)(=O)[OH:16].C(O)(C)(C)C. Product: [Cl:5][C:6]1[CH:13]=[CH:12][C:9]([C:10]([OH:16])=[O:11])=[CH:8][C:7]=1[F:14]. The catalyst class is: 84. (3) Reactant: Br[CH:2]([CH3:13])[C:3]([C:5]1[CH:10]=[CH:9][C:8]([S:11][CH3:12])=[CH:7][N:6]=1)=O.[Cl:14][C:15]1[C:16]([CH2:22][C:23]([OH:25])=[O:24])=[N:17][CH:18]=[C:19]([Cl:21])[CH:20]=1.N12CCCN=C1CCCCC2.Cl.[OH2:38]. Product: [Cl:14][C:15]1[C:16]([C:22]2[C:23](=[O:25])[O:24][C:2]([OH:38])([CH3:13])[C:3]=2[C:5]2[CH:10]=[CH:9][C:8]([S:11][CH3:12])=[CH:7][N:6]=2)=[N:17][CH:18]=[C:19]([Cl:21])[CH:20]=1. The catalyst class is: 556. (4) Reactant: [F:1][C:2]([F:24])([F:23])[C:3]1[CH:4]=[CH:5][C:6](/[CH:9]=[C:10]2/[CH:11]([NH:15][C:16](=[O:22])[O:17][C:18]([CH3:21])([CH3:20])[CH3:19])[CH2:12][CH2:13][CH2:14]/2)=[N:7][CH:8]=1.[OH-].[Na+].[H][H]. Product: [F:24][C:2]([F:1])([F:23])[C:3]1[CH:4]=[CH:5][C:6]([CH2:9][CH:10]2[CH2:14][CH2:13][CH2:12][CH:11]2[NH:15][C:16](=[O:22])[O:17][C:18]([CH3:20])([CH3:21])[CH3:19])=[N:7][CH:8]=1. The catalyst class is: 19. (5) Reactant: [C:1]([O:5][C:6]([N:8]1[C@H:12]([C:13]([OH:15])=O)[CH2:11][Si:10]([CH3:17])([CH3:16])[CH2:9]1)=[O:7])([CH3:4])([CH3:3])[CH3:2].C(Cl)CCl.C1C=CC2N(O)N=NC=2C=1.[NH2:32][CH2:33][C:34]1[CH:61]=[CH:60][C:37]([C:38]([NH:40][C:41]2[CH:46]=[C:45]([C:47]3[S:48][CH:49]=[CH:50][CH:51]=3)[CH:44]=[CH:43][C:42]=2[NH:52][C:53](=[O:59])[O:54][C:55]([CH3:58])([CH3:57])[CH3:56])=[O:39])=[CH:36][CH:35]=1. The catalyst class is: 39. Product: [C:55]([O:54][C:53]([NH:52][C:42]1[CH:43]=[CH:44][C:45]([C:47]2[S:48][CH:49]=[CH:50][CH:51]=2)=[CH:46][C:41]=1[NH:40][C:38]([C:37]1[CH:36]=[CH:35][C:34]([CH2:33][NH:32][C:13]([C@H:12]2[N:8]([C:6]([O:5][C:1]([CH3:2])([CH3:3])[CH3:4])=[O:7])[CH2:9][Si:10]([CH3:17])([CH3:16])[CH2:11]2)=[O:15])=[CH:61][CH:60]=1)=[O:39])=[O:59])([CH3:58])([CH3:56])[CH3:57]. (6) Reactant: [OH:1][N:2]=[C:3](Cl)[C:4]1[CH:9]=[CH:8][CH:7]=[CH:6][C:5]=1[OH:10].[Na].[CH3:13][CH:14]1[CH2:19][C:18](=O)[CH2:17][C:16](=[O:21])[CH:15]1[C:22]([O:24][CH2:25][CH3:26])=[O:23]. Product: [OH:10][C:5]1[CH:6]=[CH:7][CH:8]=[CH:9][C:4]=1[C:3]1[C:17]2[C:16](=[O:21])[CH:15]([C:22]([O:24][CH2:25][CH3:26])=[O:23])[CH:14]([CH3:13])[CH2:19][C:18]=2[O:1][N:2]=1. The catalyst class is: 40. (7) Reactant: [C:1]([O:5][C:6]([N:8]1[CH2:13][CH2:12][CH:11]([NH:14][C@H:15]([C:28]2[CH:33]=[CH:32][CH:31]=[CH:30][CH:29]=2)[CH2:16][N:17]2C(=O)C3C(=CC=CC=3)C2=O)[CH2:10][CH2:9]1)=[O:7])([CH3:4])([CH3:3])[CH3:2].O.NN. Product: [C:1]([O:5][C:6]([N:8]1[CH2:9][CH2:10][CH:11]([NH:14][C@H:15]([C:28]2[CH:29]=[CH:30][CH:31]=[CH:32][CH:33]=2)[CH2:16][NH2:17])[CH2:12][CH2:13]1)=[O:7])([CH3:4])([CH3:2])[CH3:3]. The catalyst class is: 8.